Dataset: Reaction yield outcomes from USPTO patents with 853,638 reactions. Task: Predict the reaction yield, written as a fraction of the theoretical maximum amount of product (1.0 means a 100% yield; for example, 0.34 means a 34% yield). (1) The reactants are [CH3:1][N:2]1[C:6]([C:7]2[CH:17]=[CH:16][C:10]3[O:11][CH2:12][C:13](=[O:15])[NH:14][C:9]=3[CH:8]=2)=[CH:5][C:4]([C:18]([F:21])([F:20])[F:19])=[N:3]1.C1C(=O)N([Br:29])C(=O)C1. No catalyst specified. The product is [Br:29][C:5]1[C:4]([C:18]([F:21])([F:19])[F:20])=[N:3][N:2]([CH3:1])[C:6]=1[C:7]1[CH:17]=[CH:16][C:10]2[O:11][CH2:12][C:13](=[O:15])[NH:14][C:9]=2[CH:8]=1. The yield is 0.860. (2) The reactants are S(=O)(=O)(O)O.C([O:8][C:9](=O)[NH:10][CH:11]=[C:12]([C:23]#[N:24])[C:13]1[CH:18]=[CH:17][C:16]([O:19][CH3:20])=[C:15]([O:21][CH3:22])[CH:14]=1)C.C1(OC2C=CC=CC=2)C=CC=CC=1. The catalyst is CCOCC. The product is [CH3:22][O:21][C:15]1[CH:14]=[C:13]2[C:18](=[CH:17][C:16]=1[O:19][CH3:20])[C:9](=[O:8])[NH:10][CH:11]=[C:12]2[C:23]#[N:24]. The yield is 0.741.